From a dataset of Forward reaction prediction with 1.9M reactions from USPTO patents (1976-2016). Predict the product of the given reaction. The product is: [CH3:1][O:2][C:3]1[C:4]([CH2:13][O:14][CH3:15])=[C:5]([CH:10]=[CH:11][CH:12]=1)[C:6]([OH:8])=[O:7]. Given the reactants [CH3:1][O:2][C:3]1[C:4]([CH2:13][O:14][CH3:15])=[C:5]([CH:10]=[CH:11][CH:12]=1)[C:6]([O:8]C)=[O:7].[OH-].[K+].Cl, predict the reaction product.